From a dataset of Reaction yield outcomes from USPTO patents with 853,638 reactions. Predict the reaction yield, written as a fraction of the theoretical maximum amount of product (1.0 means a 100% yield; for example, 0.34 means a 34% yield). The reactants are [O:1]1[CH:6]=[CH:5][CH2:4][CH2:3][CH2:2]1.C[O:8][C:9]1[CH:19]=[CH:18][C:12]([CH:13]=[CH:14][C:15]([OH:17])=[O:16])=[CH:11][CH:10]=1.C1(C)C=CC(S(O)(=O)=O)=CC=1.Cl. The catalyst is CCOCC. The product is [O:1]1[CH2:2][CH2:3][CH2:4][CH2:5][CH:6]1[O:8][C:9]1[CH:10]=[CH:11][C:12]([CH:13]=[CH:14][C:15]([OH:17])=[O:16])=[CH:18][CH:19]=1. The yield is 0.790.